From a dataset of Forward reaction prediction with 1.9M reactions from USPTO patents (1976-2016). Predict the product of the given reaction. Given the reactants [NH2:1][C:2]1[CH:7]=[CH:6][C:5]([S:8]([NH:11][CH:12]([CH3:14])[CH3:13])(=[O:10])=[O:9])=[CH:4][CH:3]=1.[Br:15][C:16]1[CH:17]=[C:18]([CH:21]=[CH:22][CH:23]=1)[CH:19]=O.[CH2:24]=[C:25]([CH3:27])[CH3:26].FC(F)(F)S([O-])(=O)=O.[Yb+3].FC(F)(F)S([O-])(=O)=O.FC(F)(F)S([O-])(=O)=O, predict the reaction product. The product is: [CH:12]([NH:11][S:8]([C:5]1[CH:6]=[C:7]2[C:2](=[CH:3][CH:4]=1)[NH:1][CH:19]([C:18]1[CH:21]=[CH:22][CH:23]=[C:16]([Br:15])[CH:17]=1)[CH2:24][C:25]2([CH3:27])[CH3:26])(=[O:10])=[O:9])([CH3:14])[CH3:13].